The task is: Predict the product of the given reaction.. This data is from Forward reaction prediction with 1.9M reactions from USPTO patents (1976-2016). (1) Given the reactants [NH:1]1[CH:5]=[CH:4][CH:3]=[CH:2]1.[H-].[Na+].[C:8]1([S:14](Cl)(=[O:16])=[O:15])[CH:13]=[CH:12][CH:11]=[CH:10][CH:9]=1.CCOC(C)=O, predict the reaction product. The product is: [C:8]1([S:14]([N:1]2[CH:5]=[CH:4][CH:3]=[CH:2]2)(=[O:16])=[O:15])[CH:13]=[CH:12][CH:11]=[CH:10][CH:9]=1. (2) Given the reactants O=[C:2]1[CH:7]=[CH:6][C:5]([C:14]2[CH:19]=[CH:18][CH:17]=[CH:16][CH:15]=2)([C:8]2[CH:13]=[CH:12][CH:11]=[CH:10][CH:9]=2)[CH2:4][CH:3]1[NH:20][CH:21]=[CH:22][C:23]([O:25][CH2:26][CH3:27])=[O:24].[O-]CC.[Na+], predict the reaction product. The product is: [C:8]1([C:5]2([C:14]3[CH:15]=[CH:16][CH:17]=[CH:18][CH:19]=3)[CH2:4][C:3]3[NH:20][CH:21]=[C:22]([C:23]([O:25][CH2:26][CH3:27])=[O:24])[C:2]=3[CH:7]=[CH:6]2)[CH:13]=[CH:12][CH:11]=[CH:10][CH:9]=1. (3) Given the reactants [Cl:1][C:2]1[CH:7]=[CH:6][C:5]([C:8]2([CH:12]([C:22]3[CH:27]=[CH:26][CH:25]=[C:24]([CH2:28][NH:29][CH3:30])[CH:23]=3)[CH2:13][NH:14][C:15](=[O:21])[O:16][C:17]([CH3:20])([CH3:19])[CH3:18])[CH2:11][CH2:10][CH2:9]2)=[CH:4][CH:3]=1.[CH3:31][N:32]1[CH:36]=[C:35]([S:37](Cl)(=[O:39])=[O:38])[CH:34]=[N:33]1, predict the reaction product. The product is: [Cl:1][C:2]1[CH:7]=[CH:6][C:5]([C:8]2([CH:12]([C:22]3[CH:27]=[CH:26][CH:25]=[C:24]([CH2:28][N:29]([CH3:30])[S:37]([C:35]4[CH:34]=[N:33][N:32]([CH3:31])[CH:36]=4)(=[O:39])=[O:38])[CH:23]=3)[CH2:13][NH:14][C:15](=[O:21])[O:16][C:17]([CH3:19])([CH3:20])[CH3:18])[CH2:11][CH2:10][CH2:9]2)=[CH:4][CH:3]=1. (4) Given the reactants [F:1][C:2]1[CH:7]=[CH:6][C:5]([C:8]2[C:18]([CH:19](O)[C:20]3[N:25]=[C:24]([C:26]([O:28][CH3:29])=[O:27])[CH:23]=[CH:22][CH:21]=3)=[C:11]3[CH:12]=[CH:13][C:14]([O:16][CH3:17])=[CH:15][N:10]3[N:9]=2)=[CH:4][CH:3]=1.C([SiH](CC)CC)C.FC(F)(F)C(O)=O.C(=O)(O)[O-].[Na+], predict the reaction product. The product is: [F:1][C:2]1[CH:7]=[CH:6][C:5]([C:8]2[C:18]([CH2:19][C:20]3[N:25]=[C:24]([C:26]([O:28][CH3:29])=[O:27])[CH:23]=[CH:22][CH:21]=3)=[C:11]3[CH:12]=[CH:13][C:14]([O:16][CH3:17])=[CH:15][N:10]3[N:9]=2)=[CH:4][CH:3]=1.